From a dataset of Full USPTO retrosynthesis dataset with 1.9M reactions from patents (1976-2016). Predict the reactants needed to synthesize the given product. (1) Given the product [CH:8]([OH:16])=[O:33].[OH:4][C@H:3]([C:5]1[CH:6]=[CH:7][C:8]([OH:16])=[C:9]([NH:47][S:44]([CH3:40])(=[O:46])=[O:45])[CH:10]=1)[CH2:2][NH:1][CH2:27][CH2:28][CH2:29][CH2:30][CH2:31][CH2:32][O:33][CH2:34][CH2:35][CH2:36][CH2:37][C:38]1[CH:39]=[C:40]([S:44]([NH2:47])(=[O:46])=[O:45])[CH:41]=[CH:42][CH:43]=1, predict the reactants needed to synthesize it. The reactants are: [NH2:1][CH2:2][C@@H:3]([C:5]1[CH:6]=[CH:7][C:8]([OH:16])=[C:9](CS(N)(=O)=O)[CH:10]=1)[OH:4].C(N(C(C)C)CC)(C)C.Br[CH2:27][CH2:28][CH2:29][CH2:30][CH2:31][CH2:32][O:33][CH2:34][CH2:35][CH2:36][CH2:37][C:38]1[CH:39]=[C:40]([S:44]([NH2:47])(=[O:46])=[O:45])[CH:41]=[CH:42][CH:43]=1. (2) Given the product [Cl:13][C:14]1[CH:15]=[C:16]2[C:20](=[CH:21][CH:22]=1)[NH:19][C:18]([C:23]([NH:25][C@@H:26]1[CH2:34][C:33]3[C:28](=[CH:29][CH:30]=[CH:31][CH:32]=3)[C@H:27]1[N:35]([C:7]([C@@H:5]1[CH2:4][O:3][C:2]([CH3:1])([CH3:10])[O:6]1)=[O:9])[CH3:36])=[O:24])=[CH:17]2, predict the reactants needed to synthesize it. The reactants are: [CH3:1][C:2]1([CH3:10])[O:6][CH:5]([C:7]([O-:9])=O)[CH2:4][O:3]1.[K+].Cl.[Cl:13][C:14]1[CH:15]=[C:16]2[C:20](=[CH:21][CH:22]=1)[NH:19][C:18]([C:23]([NH:25][C@@H:26]1[CH2:34][C:33]3[C:28](=[CH:29][CH:30]=[CH:31][CH:32]=3)[C@H:27]1[NH:35][CH3:36])=[O:24])=[CH:17]2.CCN(C(C)C)C(C)C.C1C=CC2N(O)N=NC=2C=1.CCN=C=NCCCN(C)C. (3) Given the product [C:10]1([CH2:9][N:3]2[C:4]([CH:7]=[O:8])=[CH:5][CH:6]=[C:2]2[C:22]2[CH:21]=[N:20][CH:25]=[CH:24][CH:23]=2)[C:19]2[C:14](=[CH:15][CH:16]=[CH:17][CH:18]=2)[CH:13]=[CH:12][CH:11]=1, predict the reactants needed to synthesize it. The reactants are: Br[C:2]1[N:3]([CH2:9][C:10]2[C:19]3[C:14](=[CH:15][CH:16]=[CH:17][CH:18]=3)[CH:13]=[CH:12][CH:11]=2)[C:4]([CH:7]=[O:8])=[CH:5][CH:6]=1.[N:20]1[CH:25]=[CH:24][CH:23]=[C:22](B(O)O)[CH:21]=1.C(=O)([O-])[O-].[Cs+].[Cs+].O1CCOCC1. (4) Given the product [F:23][CH:2]([F:1])[O:3][C:4]1[CH:5]=[C:6]2[C:11](=[C:12]([F:14])[CH:13]=1)[C:10](=[O:15])[NH:9][CH2:8][CH2:7]2, predict the reactants needed to synthesize it. The reactants are: [F:1][CH:2]([F:23])[O:3][C:4]1[CH:5]=[C:6]2[C:11](=[C:12]([F:14])[CH:13]=1)[C:10](=[O:15])[N:9](C(OC(C)(C)C)=O)[CH2:8][CH2:7]2.Cl. (5) The reactants are: O.[BrH:2].[NH2:3][C@:4]1([CH3:12])[CH2:9][CH2:8][C:7](=[O:10])[NH:6][C:5]1=[O:11]. Given the product [OH2:10].[BrH:2].[NH2:3][C@@:4]1([CH3:12])[CH2:9][CH2:8][C:7](=[O:10])[NH:6][C:5]1=[O:11], predict the reactants needed to synthesize it.